This data is from Catalyst prediction with 721,799 reactions and 888 catalyst types from USPTO. The task is: Predict which catalyst facilitates the given reaction. (1) Reactant: [NH2:1][C:2]1[C:3]([NH:8][C:9]2[CH:14]=[CH:13][CH:12]=[CH:11][CH:10]=2)=[N:4][CH:5]=[CH:6][CH:7]=1.Cl[C:16](Cl)([O:18]C(=O)OC(Cl)(Cl)Cl)Cl. Product: [C:9]1([N:8]2[C:3]3=[N:4][CH:5]=[CH:6][CH:7]=[C:2]3[NH:1][C:16]2=[O:18])[CH:10]=[CH:11][CH:12]=[CH:13][CH:14]=1. The catalyst class is: 23. (2) Reactant: Cl[CH2:2][C:3]1[CH:8]=[CH:7][C:6]([CH2:9][NH:10][C:11](=[O:13])[CH3:12])=[CH:5][CH:4]=1.[Br:14][C:15]1[S:19][C:18]([N:20]2[CH2:25][CH2:24][NH:23][CH2:22][CH2:21]2)=[N:17][CH:16]=1.C(=O)([O-])[O-].[K+].[K+].O. Product: [Br:14][C:15]1[S:19][C:18]([N:20]2[CH2:21][CH2:22][N:23]([CH2:2][C:3]3[CH:8]=[CH:7][C:6]([CH2:9][NH:10][C:11](=[O:13])[CH3:12])=[CH:5][CH:4]=3)[CH2:24][CH2:25]2)=[N:17][CH:16]=1. The catalyst class is: 9. (3) Reactant: [C:1]([C:3]1[C:4]([C:21]2[N:25]3[CH:26]=[CH:27][CH:28]=[C:29]([CH:30]([F:32])[F:31])[C:24]3=[N:23][CH:22]=2)=[N:5][C:6]([NH:9][CH:10]([C:12]2[CH:13]=[C:14]([CH:18]=[CH:19][CH:20]=2)[C:15](O)=[O:16])[CH3:11])=[N:7][CH:8]=1)#[N:2].C1N=CN(C(N2C=NC=C2)=O)C=1.[Na].C(=O)([O-])O.[Na+]. Product: [F:32][CH:30]([F:31])[C:29]1[C:24]2[N:25]([C:21]([C:4]3[C:3]([C:1]#[N:2])=[CH:8][N:7]=[C:6]([NH:9][CH:10]([C:12]4[CH:20]=[CH:19][CH:18]=[C:14]([CH2:15][OH:16])[CH:13]=4)[CH3:11])[N:5]=3)=[CH:22][N:23]=2)[CH:26]=[CH:27][CH:28]=1. The catalyst class is: 7. (4) Reactant: [CH3:1][C@@:2]([OH:34])([C:30]([CH3:33])([CH3:32])[CH3:31])[C@@H:3]1[C@:8]2([O:28][CH3:29])[C@@H:9]3[O:23][C:18]4=[C:19]([OH:22])[CH:20]=[CH:21][C:16]5=[C:17]4[C@:10]43[CH2:11][CH2:12][N:13]([CH2:24][CH:25]3[CH2:27][CH2:26]3)[C@H:14]([CH2:15]5)[C@@:5]4([CH2:6][CH2:7]2)[CH2:4]1.Cl. Product: [CH3:1][C@@:2]([OH:34])([C:30]([CH3:33])([CH3:32])[CH3:31])[C@@H:3]1[C@:8]2([O:28][CH3:29])[C@@H:9]3[O:23][C:18]4=[C:19]([OH:22])[CH:20]=[CH:21][C:16]5=[C:17]4[C@:10]43[CH2:11][CH2:12][N:13]([CH2:24][CH:25]3[CH2:26][CH2:27]3)[C@H:14]([CH2:15]5)[C@@:5]4([CH2:6][CH2:7]2)[CH2:4]1. The catalyst class is: 813. (5) Reactant: C(Cl)(=O)C(Cl)=O.CS(C)=O.[OH:11][CH2:12][CH2:13][C:14]1[C:19](=[O:20])[N:18]2[CH2:21][CH2:22][CH2:23][CH2:24][C:17]2=[N:16][C:15]=1[CH3:25].C(N(CC)CC)C. Product: [CH3:25][C:15]1[N:16]=[C:17]2[CH2:24][CH2:23][CH2:22][CH2:21][N:18]2[C:19](=[O:20])[C:14]=1[CH2:13][CH:12]=[O:11]. The catalyst class is: 34.